Dataset: Reaction yield outcomes from USPTO patents with 853,638 reactions. Task: Predict the reaction yield, written as a fraction of the theoretical maximum amount of product (1.0 means a 100% yield; for example, 0.34 means a 34% yield). (1) The reactants are [Cl:1][C:2]1[CH:24]=[CH:23][C:5]([C:6]([C:8]2[S:12][C:11]([C:13]3[CH:18]=[CH:17][CH:16]=[CH:15][CH:14]=3)=[C:10]([CH2:19][C:20](O)=[O:21])[CH:9]=2)=[O:7])=[CH:4][CH:3]=1.[OH:25][N:26]1C2C=CC=CC=2N=N1.Cl.C(N=C=NCCCN(C)C)C.CN1CCOCC1.ON.Cl. The catalyst is C(Cl)Cl. The product is [Cl:1][C:2]1[CH:24]=[CH:23][C:5]([C:6]([C:8]2[S:12][C:11]([C:13]3[CH:18]=[CH:17][CH:16]=[CH:15][CH:14]=3)=[C:10]([CH2:19][C:20]([NH:26][OH:25])=[O:21])[CH:9]=2)=[O:7])=[CH:4][CH:3]=1. The yield is 0.200. (2) The product is [CH2:32]([O:39][NH:40][C:14](=[O:15])[CH2:13][CH:12]([C:6]1[CH:7]=[CH:8][C:9]([O:10][CH3:11])=[C:4]([O:3][CH2:1][CH3:2])[CH:5]=1)[N:17]1[C:21](=[O:22])[C:20]2=[C:23]([N+:27]([O-:29])=[O:28])[CH:24]=[CH:25][CH:26]=[C:19]2[C:18]1=[O:30])[C:33]1[CH:38]=[CH:37][CH:36]=[CH:35][CH:34]=1. The yield is 0.860. The reactants are [CH2:1]([O:3][C:4]1[CH:5]=[C:6]([CH:12]([N:17]2[C:21](=[O:22])[C:20]3=[C:23]([N+:27]([O-:29])=[O:28])[CH:24]=[CH:25][CH:26]=[C:19]3[C:18]2=[O:30])[CH2:13][C:14](O)=[O:15])[CH:7]=[CH:8][C:9]=1[O:10][CH3:11])[CH3:2].Cl.[CH2:32]([O:39][NH2:40])[C:33]1[CH:38]=[CH:37][CH:36]=[CH:35][CH:34]=1. The catalyst is O1CCCC1. (3) The reactants are C[O:2][C:3]1[CH:4]=[CH:5][C:6]2[C:10]([O:11][C:12]3[CH:17]=[CH:16][C:15](/[CH:18]=[CH:19]/[C:20]([OH:22])=[O:21])=[CH:14][CH:13]=3)=[C:9]([C:23]3[CH:28]=[CH:27][CH:26]=[CH:25][C:24]=3[CH2:29][O:30][CH3:31])[S:8][C:7]=2[CH:32]=1.C1(S)C=CC=CC=1.C([O-])([O-])=O.[K+].[K+]. The catalyst is CN1CCCC1=O.CCOC(C)=O. The product is [OH:2][C:3]1[CH:4]=[CH:5][C:6]2[C:10]([O:11][C:12]3[CH:17]=[CH:16][C:15](/[CH:18]=[CH:19]/[C:20]([OH:22])=[O:21])=[CH:14][CH:13]=3)=[C:9]([C:23]3[CH:28]=[CH:27][CH:26]=[CH:25][C:24]=3[CH2:29][O:30][CH3:31])[S:8][C:7]=2[CH:32]=1. The yield is 0.0600. (4) The reactants are [CH3:1][O:2][C:3]1[CH:4]=[CH:5][C:6]([CH:9]=O)=[CH:7][CH:8]=1.[C:11](#[N:15])[CH2:12][C:13]#[N:14].C(N(CC)CC)C.[CH3:23][N:24]1[C:28](=[O:29])[CH2:27][C:26]([C:30]2[CH:35]=[CH:34][CH:33]=[CH:32][CH:31]=2)=[N:25]1. The catalyst is C(O)C. The product is [NH2:14][C:13]1[O:29][C:28]2[N:24]([CH3:23])[N:25]=[C:26]([C:30]3[CH:35]=[CH:34][CH:33]=[CH:32][CH:31]=3)[C:27]=2[CH:9]([C:6]2[CH:7]=[CH:8][C:3]([O:2][CH3:1])=[CH:4][CH:5]=2)[C:12]=1[C:11]#[N:15]. The yield is 0.200. (5) The reactants are [NH2:1][CH2:2][C:3]1[C:4]([NH2:28])=[N:5][C:6]([O:9][CH2:10][CH2:11][CH2:12][CH2:13][N:14]2[CH2:19][CH2:18][N:17]([C:20]3[CH:25]=[CH:24][CH:23]=[C:22]([Cl:26])[C:21]=3[Cl:27])[CH2:16][CH2:15]2)=[CH:7][CH:8]=1.Cl[C:30](OC1C=CC([N+]([O-])=O)=CC=1)=[O:31].[Li+].CC([N-]C(C)C)C. The catalyst is C1COCC1. The product is [Cl:27][C:21]1[C:22]([Cl:26])=[CH:23][CH:24]=[CH:25][C:20]=1[N:17]1[CH2:16][CH2:15][N:14]([CH2:13][CH2:12][CH2:11][CH2:10][O:9][C:6]2[CH:7]=[CH:8][C:3]3[CH2:2][NH:1][C:30](=[O:31])[NH:28][C:4]=3[N:5]=2)[CH2:19][CH2:18]1. The yield is 0.250. (6) The reactants are FC1C=C2C(C(C3C=C(N)C(N)=CC=3)=CN2S(C2C=CC=CC=2)(=O)=O)=CC=1.Br[C:29]1[CH:39]=[CH:38][C:32]2[CH2:33][NH:34][S:35](=[O:37])(=[O:36])[C:31]=2[CH:30]=1.[F:40][C:41]1[CH:49]=[C:48]2[C:44]([C:45](B3OC(C)(C)C(C)(C)O3)=[CH:46][N:47]2[C:50]([O:52][C:53]([CH3:56])([CH3:55])[CH3:54])=[O:51])=[CH:43][CH:42]=1. No catalyst specified. The product is [O:36]=[S:35]1(=[O:37])[C:31]2[CH:30]=[C:29]([C:45]3[C:44]4[C:48](=[CH:49][C:41]([F:40])=[CH:42][CH:43]=4)[N:47]([C:50]([O:52][C:53]([CH3:56])([CH3:55])[CH3:54])=[O:51])[CH:46]=3)[CH:39]=[CH:38][C:32]=2[CH2:33][NH:34]1. The yield is 0.290. (7) The reactants are Br[C:2]1[CH:7]=[CH:6][C:5]([CH2:8][CH2:9][S:10]([NH:13][C:14]2[CH:19]=[CH:18][C:17]([CH3:20])=[CH:16][C:15]=2[S:21]([NH2:24])(=[O:23])=[O:22])(=[O:12])=[O:11])=[CH:4][CH:3]=1.C(N(CC)C(C)C)(C)C.[CH3:34][C:35]([CH3:39])([CH3:38])[C:36]#[CH:37]. The catalyst is CN(C)C=O.C(OCC)(=O)C.[Cu]I.Cl[Pd]Cl.C1(P(C2C=CC=CC=2)[C-]2C=CC=C2)C=CC=CC=1.[C-]1(P(C2C=CC=CC=2)C2C=CC=CC=2)C=CC=C1.[Fe+2]. The product is [CH3:34][C:35]([CH3:39])([CH3:38])[C:36]#[C:37][C:2]1[CH:7]=[CH:6][C:5]([CH2:8][CH2:9][S:10]([NH:13][C:14]2[CH:19]=[CH:18][C:17]([CH3:20])=[CH:16][C:15]=2[S:21]([NH2:24])(=[O:23])=[O:22])(=[O:12])=[O:11])=[CH:4][CH:3]=1. The yield is 0.250.